This data is from Catalyst prediction with 721,799 reactions and 888 catalyst types from USPTO. The task is: Predict which catalyst facilitates the given reaction. Reactant: [F:1][C:2]([F:24])([F:23])[C:3]([C:5]1[CH:10]=[CH:9][C:8]([C:11]2[CH:16]=[CH:15][C:14]([C:17]3([C:20]([NH2:22])=[O:21])[CH2:19][CH2:18]3)=[CH:13][CH:12]=2)=[CH:7][CH:6]=1)=[O:4].[Li][CH3:26].[NH4+].[Cl-]. Product: [F:1][C:2]([F:23])([F:24])[C:3]([C:5]1[CH:6]=[CH:7][C:8]([C:11]2[CH:16]=[CH:15][C:14]([C:17]3([C:20]([NH2:22])=[O:21])[CH2:18][CH2:19]3)=[CH:13][CH:12]=2)=[CH:9][CH:10]=1)([OH:4])[CH3:26]. The catalyst class is: 1.